This data is from CYP2C19 inhibition data for predicting drug metabolism from PubChem BioAssay. The task is: Regression/Classification. Given a drug SMILES string, predict its absorption, distribution, metabolism, or excretion properties. Task type varies by dataset: regression for continuous measurements (e.g., permeability, clearance, half-life) or binary classification for categorical outcomes (e.g., BBB penetration, CYP inhibition). Dataset: cyp2c19_veith. The drug is CC[C@H](C)N(C)C(=O)c1cc2ccccc2c(-c2ccccc2Cl)n1. The result is 0 (non-inhibitor).